Dataset: NCI-60 drug combinations with 297,098 pairs across 59 cell lines. Task: Regression. Given two drug SMILES strings and cell line genomic features, predict the synergy score measuring deviation from expected non-interaction effect. (1) Drug 1: C1CN1P(=S)(N2CC2)N3CC3. Drug 2: C1=NC(=NC(=O)N1C2C(C(C(O2)CO)O)O)N. Cell line: HL-60(TB). Synergy scores: CSS=81.6, Synergy_ZIP=-1.59, Synergy_Bliss=-6.54, Synergy_Loewe=-14.7, Synergy_HSA=-9.04. (2) Drug 1: C1C(C(OC1N2C=C(C(=O)NC2=O)F)CO)O. Drug 2: CC1=C(N=C(N=C1N)C(CC(=O)N)NCC(C(=O)N)N)C(=O)NC(C(C2=CN=CN2)OC3C(C(C(C(O3)CO)O)O)OC4C(C(C(C(O4)CO)O)OC(=O)N)O)C(=O)NC(C)C(C(C)C(=O)NC(C(C)O)C(=O)NCCC5=NC(=CS5)C6=NC(=CS6)C(=O)NCCC[S+](C)C)O. Cell line: HCC-2998. Synergy scores: CSS=39.3, Synergy_ZIP=-8.42, Synergy_Bliss=-9.23, Synergy_Loewe=-1.25, Synergy_HSA=-0.481.